Regression. Given two drug SMILES strings and cell line genomic features, predict the synergy score measuring deviation from expected non-interaction effect. From a dataset of NCI-60 drug combinations with 297,098 pairs across 59 cell lines. (1) Drug 1: CC=C1C(=O)NC(C(=O)OC2CC(=O)NC(C(=O)NC(CSSCCC=C2)C(=O)N1)C(C)C)C(C)C. Drug 2: CCN(CC)CCNC(=O)C1=C(NC(=C1C)C=C2C3=C(C=CC(=C3)F)NC2=O)C. Cell line: OVCAR-5. Synergy scores: CSS=26.7, Synergy_ZIP=-0.546, Synergy_Bliss=-2.17, Synergy_Loewe=-52.6, Synergy_HSA=-3.36. (2) Drug 1: CCC1(CC2CC(C3=C(CCN(C2)C1)C4=CC=CC=C4N3)(C5=C(C=C6C(=C5)C78CCN9C7C(C=CC9)(C(C(C8N6C)(C(=O)OC)O)OC(=O)C)CC)OC)C(=O)OC)O.OS(=O)(=O)O. Drug 2: C(CC(=O)O)C(=O)CN.Cl. Cell line: K-562. Synergy scores: CSS=5.26, Synergy_ZIP=-6.86, Synergy_Bliss=-6.09, Synergy_Loewe=-31.1, Synergy_HSA=-9.40. (3) Drug 1: C1=NC2=C(N=C(N=C2N1C3C(C(C(O3)CO)O)F)Cl)N. Drug 2: CN(C(=O)NC(C=O)C(C(C(CO)O)O)O)N=O. Cell line: HOP-62. Synergy scores: CSS=24.4, Synergy_ZIP=-10.00, Synergy_Bliss=-4.83, Synergy_Loewe=-8.35, Synergy_HSA=-3.49. (4) Drug 1: C1CC(C1)(C(=O)O)C(=O)O.[NH2-].[NH2-].[Pt+2]. Drug 2: CN(CCCl)CCCl.Cl. Cell line: COLO 205. Synergy scores: CSS=28.4, Synergy_ZIP=-11.4, Synergy_Bliss=-5.50, Synergy_Loewe=-2.03, Synergy_HSA=-0.991.